This data is from Catalyst prediction with 721,799 reactions and 888 catalyst types from USPTO. The task is: Predict which catalyst facilitates the given reaction. Reactant: [CH2:1]([N:8]1[C:16]2[C:11](=[CH:12][CH:13]=[C:14]([O:17]C)[CH:15]=2)[C:10]([C:19]([NH:21][CH2:22][C:23]2[CH:28]=[CH:27][C:26]([F:29])=[C:25]([F:30])[CH:24]=2)=[O:20])=[C:9]1[CH:31]([CH3:33])[CH3:32])[C:2]1[CH:7]=[CH:6][CH:5]=[CH:4][CH:3]=1.B(Br)(Br)Br. Product: [CH2:1]([N:8]1[C:16]2[C:11](=[CH:12][CH:13]=[C:14]([OH:17])[CH:15]=2)[C:10]([C:19]([NH:21][CH2:22][C:23]2[CH:28]=[CH:27][C:26]([F:29])=[C:25]([F:30])[CH:24]=2)=[O:20])=[C:9]1[CH:31]([CH3:33])[CH3:32])[C:2]1[CH:7]=[CH:6][CH:5]=[CH:4][CH:3]=1. The catalyst class is: 2.